Predict the product of the given reaction. From a dataset of Forward reaction prediction with 1.9M reactions from USPTO patents (1976-2016). (1) Given the reactants CS(C)=O.[CH:5]1([N:10]2[C:19]3[C:14](=[CH:15][C:16]([F:21])=[C:17](F)[CH:18]=3)[C:13](=[O:22])[NH:12][C:11]2=[O:23])[CH2:9][CH2:8][CH2:7][CH2:6]1.[CH:24]1([NH2:30])[CH2:29][CH2:28][CH2:27][CH2:26][CH2:25]1, predict the reaction product. The product is: [CH:24]1([NH:30][C:17]2[CH:18]=[C:19]3[C:14]([C:13](=[O:22])[NH:12][C:11](=[O:23])[N:10]3[CH:5]3[CH2:9][CH2:8][CH2:7][CH2:6]3)=[CH:15][C:16]=2[F:21])[CH2:29][CH2:28][CH2:27][CH2:26][CH2:25]1. (2) Given the reactants [CH2:1]([O:3][C:4]1[CH:9]=[CH:8][C:7]([C:10]2[O:14][N:13]=[C:12]([C:15]3[CH:23]=[CH:22][CH:21]=[C:20]4[C:16]=3[CH:17]=[CH:18][NH:19]4)[N:11]=2)=[CH:6][C:5]=1[O:24][CH3:25])[CH3:2].C(OC1C=C(C2ON=C(C3C=CC=C4C=3C=CN4)N=2)C=CC=1OCC)C, predict the reaction product. The product is: [CH2:1]([O:3][C:4]1[CH:9]=[CH:8][C:7]([C:10]2[O:14][N:13]=[C:12]([C:15]3[CH:23]=[CH:22][CH:21]=[C:20]4[C:16]=3[CH2:17][CH2:18][NH:19]4)[N:11]=2)=[CH:6][C:5]=1[O:24][CH3:25])[CH3:2]. (3) The product is: [Cl:39][C:20]1[CH:19]=[CH:18][C:17]2[C:16]3[C:12]4[N:11]([C:28]([O:30][C:31]([CH3:32])([CH3:33])[CH3:34])=[O:29])[CH2:10][C@@H:9]([CH3:35])[N:8]([C:6]([O:5][C:1]([CH3:4])([CH3:2])[CH3:3])=[O:7])[C:26](=[O:27])[C:13]=4[S:14][C:15]=3[CH:24]=[CH:23][C:22]=2[N:21]=1. Given the reactants [C:1]([O:5][C:6]([N:8]1[C:26](=[O:27])[C:13]2[S:14][C:15]3[CH:24]=[CH:23][C:22]4[N+:21]([O-])=[CH:20][CH:19]=[CH:18][C:17]=4[C:16]=3[C:12]=2[N:11]([C:28]([O:30][C:31]([CH3:34])([CH3:33])[CH3:32])=[O:29])[CH2:10][C@H:9]1[CH3:35])=[O:7])([CH3:4])([CH3:3])[CH3:2].C(Cl)(=O)C([Cl:39])=O, predict the reaction product.